From a dataset of Full USPTO retrosynthesis dataset with 1.9M reactions from patents (1976-2016). Predict the reactants needed to synthesize the given product. Given the product [C:1]([O:5][C:6](=[O:38])[NH:7][C:8]1([C:12]2[CH:13]=[CH:14][C:15]([C:18]3[C:19]([C:32]4[CH:37]=[CH:36][CH:35]=[CH:34][CH:33]=4)=[CH:20][C:21]4[N:26]5[C:27](=[O:30])[N:28]([CH3:39])[N:29]=[C:25]5[CH2:24][O:23][C:22]=4[N:31]=3)=[CH:16][CH:17]=2)[CH2:11][CH2:10][CH2:9]1)([CH3:4])([CH3:2])[CH3:3], predict the reactants needed to synthesize it. The reactants are: [C:1]([O:5][C:6](=[O:38])[NH:7][C:8]1([C:12]2[CH:17]=[CH:16][C:15]([C:18]3[C:19]([C:32]4[CH:37]=[CH:36][CH:35]=[CH:34][CH:33]=4)=[CH:20][C:21]4[N:26]5[C:27](=[O:30])[NH:28][N:29]=[C:25]5[CH2:24][O:23][C:22]=4[N:31]=3)=[CH:14][CH:13]=2)[CH2:11][CH2:10][CH2:9]1)([CH3:4])([CH3:3])[CH3:2].[C:39](=O)([O-])[O-].[K+].[K+].CI.O.